Dataset: Forward reaction prediction with 1.9M reactions from USPTO patents (1976-2016). Task: Predict the product of the given reaction. Given the reactants O=C(C1SC=CC=1)CC(OCC)=O.S1C=CC=C1C1C=CN=C(N)N=1.C[C:27]1([CH3:35])[O:32][C:31](=[O:33])[CH2:30][C:29](=[O:34])O1.[F:36][C:37]([F:48])([F:47])[C:38]1[CH:46]=[CH:45][C:41](C(O)=O)=[CH:40][CH:39]=1, predict the reaction product. The product is: [O:34]=[C:29]([C:41]1[CH:45]=[CH:46][C:38]([C:37]([F:48])([F:47])[F:36])=[CH:39][CH:40]=1)[CH2:30][C:31]([O:32][CH2:27][CH3:35])=[O:33].